The task is: Predict which catalyst facilitates the given reaction.. This data is from Catalyst prediction with 721,799 reactions and 888 catalyst types from USPTO. Reactant: FC(F)(F)C(O)=O.C(OC([N:15]1[CH2:19][C:18]2([CH2:24][CH2:23][C:22]([N:31]([CH3:33])[CH3:32])([C:25]3[S:26][C:27]([CH3:30])=[CH:28][CH:29]=3)[CH2:21][CH2:20]2)[CH2:17][C:16]1=[O:34])=O)(C)(C)C. Product: [CH3:32][N:31]([CH3:33])[C:22]1([C:25]2[S:26][C:27]([CH3:30])=[CH:28][CH:29]=2)[CH2:23][CH2:24][C:18]2([CH2:17][C:16](=[O:34])[NH:15][CH2:19]2)[CH2:20][CH2:21]1. The catalyst class is: 2.